This data is from Reaction yield outcomes from USPTO patents with 853,638 reactions. The task is: Predict the reaction yield, written as a fraction of the theoretical maximum amount of product (1.0 means a 100% yield; for example, 0.34 means a 34% yield). (1) The reactants are C([Si](C)(C)[O:6][CH:7]([CH:24]1[CH2:26][CH2:25]1)[CH2:8][O:9][C:10]1[C:11]([N:18]2[CH2:23][CH2:22][O:21][CH2:20][CH2:19]2)=[N:12][C:13]([Cl:17])=[N:14][C:15]=1[Cl:16])(C)(C)C.CCCC[N+](CCCC)(CCCC)CCCC.[F-]. The catalyst is C1COCC1. The product is [CH:24]1([CH:7]([OH:6])[CH2:8][O:9][C:10]2[C:15]([Cl:16])=[N:14][C:13]([Cl:17])=[N:12][C:11]=2[N:18]2[CH2:19][CH2:20][O:21][CH2:22][CH2:23]2)[CH2:26][CH2:25]1. The yield is 0.680. (2) The reactants are [CH2:1]([O:8][C:9]1[CH:14]=[CH:13][C:12]([CH:15]=[CH:16][CH2:17][OH:18])=[CH:11][C:10]=1[O:19][CH3:20])[C:2]1[CH:7]=[CH:6][CH:5]=[CH:4][CH:3]=1.[OH-].[K+].Cl.Cl[CH2:25][CH2:26][CH2:27][N:28]1[CH2:33][CH2:32][CH2:31][CH2:30][CH2:29]1. No catalyst specified. The product is [CH2:1]([O:8][C:9]1[CH:14]=[CH:13][C:12](/[CH:15]=[CH:16]/[CH2:17][O:18][CH2:25][CH2:26][CH2:27][N:28]2[CH2:33][CH2:32][CH2:31][CH2:30][CH2:29]2)=[CH:11][C:10]=1[O:19][CH3:20])[C:2]1[CH:3]=[CH:4][CH:5]=[CH:6][CH:7]=1. The yield is 0.280. (3) The reactants are [Cl:1][C:2]1[C:10]2[N:9]=[C:8]3[N:11]([C:15]4[C:16]([CH3:23])=[N:17][C:18]([O:21][CH3:22])=[CH:19][CH:20]=4)[CH2:12][CH2:13][CH2:14][N:7]3[C:6]=2[C:5]([CH:24]([OH:27])[CH2:25][CH3:26])=[CH:4][CH:3]=1.Cl.C(N=C=NCCCN(C)C)C.C(N(CC)CC)C.[CH:47]1([C:50](O)=[O:51])[CH2:49][CH2:48]1. The catalyst is O1CCCC1.CN(C)C1C=CN=CC=1. The product is [CH:47]1([C:50]([O:27][CH:24]([C:5]2[C:6]3[N:7]4[CH2:14][CH2:13][CH2:12][N:11]([C:15]5[C:16]([CH3:23])=[N:17][C:18]([O:21][CH3:22])=[CH:19][CH:20]=5)[C:8]4=[N:9][C:10]=3[C:2]([Cl:1])=[CH:3][CH:4]=2)[CH2:25][CH3:26])=[O:51])[CH2:49][CH2:48]1. The yield is 0.730. (4) The reactants are C(=O)(O)[O-].[Na+].[OH:6][C:7]1[CH:14]=[C:13]([OH:15])[CH:12]=[CH:11][C:8]=1[CH:9]=[O:10].[CH2:16](Br)[C:17]1[CH:22]=[CH:21][CH:20]=[CH:19][CH:18]=1. The catalyst is C(#N)C. The product is [CH2:16]([O:15][C:13]1[CH:12]=[CH:11][C:8]([CH:9]=[O:10])=[C:7]([OH:6])[CH:14]=1)[C:17]1[CH:22]=[CH:21][CH:20]=[CH:19][CH:18]=1. The yield is 0.800. (5) The reactants are [C:1]([O:5][C:6]([N:8]([C:51]([O:53][C:54]([CH3:57])([CH3:56])[CH3:55])=[O:52])[C:9]1[C:18]2[C:13](=[CH:14][C:15]([NH:19][CH:20]([C:34]3[CH:39]=[CH:38][C:37]([CH2:40][CH:41]([O:43][Si](C(C)(C)C)(C)C)[CH3:42])=[CH:36][CH:35]=3)[C:21]([NH:23][CH2:24][C:25]3[CH:30]=[CH:29][CH:28]=[C:27]([N+:31]([O-:33])=[O:32])[CH:26]=3)=[O:22])=[CH:16][CH:17]=2)[CH:12]=[CH:11][N:10]=1)=[O:7])([CH3:4])([CH3:3])[CH3:2].CCCC[N+](CCCC)(CCCC)CCCC.[F-]. The catalyst is C1COCC1. The product is [C:54]([O:53][C:51]([N:8]([C:6]([O:5][C:1]([CH3:2])([CH3:4])[CH3:3])=[O:7])[C:9]1[C:18]2[C:13](=[CH:14][C:15]([NH:19][CH:20]([C:34]3[CH:35]=[CH:36][C:37]([CH2:40][CH:41]([OH:43])[CH3:42])=[CH:38][CH:39]=3)[C:21]([NH:23][CH2:24][C:25]3[CH:30]=[CH:29][CH:28]=[C:27]([N+:31]([O-:33])=[O:32])[CH:26]=3)=[O:22])=[CH:16][CH:17]=2)[CH:12]=[CH:11][N:10]=1)=[O:52])([CH3:57])([CH3:55])[CH3:56]. The yield is 0.260. (6) The reactants are [Br:1][C:2]1[CH:6]=[N:5][N:4]([CH3:7])[C:3]=1[C:8]1[CH:9]=[C:10]([NH2:16])[CH:11]=[CH:12][C:13]=1[O:14][CH3:15].[C:17]([C:20]1[CH:21]=[C:22]([N:26]=[C:27]=[O:28])[CH:23]=[CH:24][CH:25]=1)(=[O:19])[CH3:18]. The catalyst is C(Cl)Cl. The product is [C:17]([C:20]1[CH:21]=[C:22]([NH:26][C:27]([NH:16][C:10]2[CH:11]=[CH:12][C:13]([O:14][CH3:15])=[C:8]([C:3]3[N:4]([CH3:7])[N:5]=[CH:6][C:2]=3[Br:1])[CH:9]=2)=[O:28])[CH:23]=[CH:24][CH:25]=1)(=[O:19])[CH3:18]. The yield is 0.790. (7) The reactants are [C:1]([NH:5][C:6]1[C:7]([CH3:26])=[N:8][C:9]2[C:14]([N:15]=1)=[C:13]([C:16]1[NH:24][C:23]3[CH2:22][CH2:21][NH:20][C:19](=[O:25])[C:18]=3[CH:17]=1)[CH:12]=[CH:11][CH:10]=2)([CH3:4])([CH3:3])[CH3:2].[C:27](O[C:27]([O:29][C:30]([CH3:33])([CH3:32])[CH3:31])=[O:28])([O:29][C:30]([CH3:33])([CH3:32])[CH3:31])=[O:28]. The catalyst is CN(C)C1C=CN=CC=1.C(Cl)Cl. The product is [C:1]([NH:5][C:6]1[C:7]([CH3:26])=[N:8][C:9]2[C:14]([N:15]=1)=[C:13]([C:16]1[N:24]([C:27]([O:29][C:30]([CH3:33])([CH3:32])[CH3:31])=[O:28])[C:23]3[CH2:22][CH2:21][NH:20][C:19](=[O:25])[C:18]=3[CH:17]=1)[CH:12]=[CH:11][CH:10]=2)([CH3:4])([CH3:3])[CH3:2]. The yield is 0.430.